From a dataset of Peptide-MHC class I binding affinity with 185,985 pairs from IEDB/IMGT. Regression. Given a peptide amino acid sequence and an MHC pseudo amino acid sequence, predict their binding affinity value. This is MHC class I binding data. (1) The peptide sequence is VLKLRFWLI. The MHC is HLA-B27:05 with pseudo-sequence HLA-B27:05. The binding affinity (normalized) is 0.0847. (2) The peptide sequence is NAPDDLVLF. The MHC is HLA-A24:02 with pseudo-sequence HLA-A24:02. The binding affinity (normalized) is 0. (3) The MHC is HLA-A03:01 with pseudo-sequence HLA-A03:01. The binding affinity (normalized) is 0.0459. The peptide sequence is ITAASLPKT. (4) The peptide sequence is MLLAYLVRI. The MHC is HLA-A02:03 with pseudo-sequence HLA-A02:03. The binding affinity (normalized) is 0.773. (5) The peptide sequence is SVETIVLMA. The MHC is Mamu-B08 with pseudo-sequence Mamu-B08. The binding affinity (normalized) is 0. (6) The peptide sequence is FQEALKKSL. The MHC is HLA-A02:12 with pseudo-sequence HLA-A02:12. The binding affinity (normalized) is 0.0847. (7) The peptide sequence is RVRAYTYSK. The MHC is HLA-A02:01 with pseudo-sequence HLA-A02:01. The binding affinity (normalized) is 0. (8) The binding affinity (normalized) is 0.573. The peptide sequence is WMGYELWPTK. The MHC is Mamu-B8301 with pseudo-sequence Mamu-B8301.